This data is from Forward reaction prediction with 1.9M reactions from USPTO patents (1976-2016). The task is: Predict the product of the given reaction. (1) Given the reactants [C:1]([O:5][C:6]([N:8]([CH3:32])[CH:9]1[CH2:14][CH2:13][CH:12]([O:15][C:16]2[C:27]3[C:26]4[C@@H:25]([CH2:28][C:29](O)=[O:30])[CH2:24][CH2:23][C:22]=4[S:21][C:20]=3[N:19]=[CH:18][N:17]=2)[CH2:11][CH2:10]1)=[O:7])([CH3:4])([CH3:3])[CH3:2].[F:33][C:34]1[CH:35]=[CH:36][C:37]([NH2:40])=[N:38][CH:39]=1.CN(C(ON1N=NC2C=CC=NC1=2)=[N+](C)C)C.F[P-](F)(F)(F)(F)F.CCN(C(C)C)C(C)C, predict the reaction product. The product is: [F:33][C:34]1[CH:35]=[CH:36][C:37]([NH:40][C:29]([CH2:28][C@H:25]2[CH2:24][CH2:23][C:22]3[S:21][C:20]4[N:19]=[CH:18][N:17]=[C:16]([O:15][CH:12]5[CH2:13][CH2:14][CH:9]([N:8]([CH3:32])[C:6](=[O:7])[O:5][C:1]([CH3:3])([CH3:2])[CH3:4])[CH2:10][CH2:11]5)[C:27]=4[C:26]2=3)=[O:30])=[N:38][CH:39]=1. (2) The product is: [C:16]([CH2:15][C:3]1[N:4]2[C:9]([CH2:8][CH2:7][CH2:6][CH2:5]2)=[CH:1][C:2]=1[C:10]([O:12][CH3:13])=[O:11])#[N:17]. Given the reactants [CH:1]1[C:2]([C:10]([O:12][CH3:13])=[O:11])=[CH:3][N:4]2[C:9]=1[CH2:8][CH2:7][CH2:6][CH2:5]2.I[CH2:15][C:16]#[N:17].OO, predict the reaction product. (3) The product is: [Cl:8][C:9]1[CH:10]=[CH:11][C:12]([CH2:31][N:32]2[CH2:35][CH:34]([OH:36])[CH2:33]2)=[C:13]([CH:30]=1)[CH2:14][NH:15][C:16](=[O:29])[C@@H:17]1[CH2:21][CH2:20][CH2:19][NH:18]1. Given the reactants C(O)(C(F)(F)F)=O.[Cl:8][C:9]1[CH:10]=[CH:11][C:12]([CH2:31][N:32]2[CH2:35][CH:34]([OH:36])[CH2:33]2)=[C:13]([CH:30]=1)[CH2:14][NH:15][C:16](=[O:29])[C@@H:17]1[CH2:21][CH2:20][CH2:19][N:18]1C(OC(C)(C)C)=O, predict the reaction product.